The task is: Binary Classification. Given a drug SMILES string, predict its activity (active/inactive) in a high-throughput screening assay against a specified biological target.. This data is from HIV replication inhibition screening data with 41,000+ compounds from the AIDS Antiviral Screen. (1) The molecule is C[As+](C)(C)CC1OC(OCC(O)COS(=O)(=O)[O-])C(O)C1O. The result is 0 (inactive). (2) The molecule is C1CCCCc2nc3c(nc2CCC1)c1nc2c(nc1c1nc4c(nc31)CCCCCCCC4)CCCCCCCC2. The result is 0 (inactive). (3) The drug is COc1cc2c(cc1OC)C(C#N)(Cc1ccccc1)N(C(=O)c1ccccc1)C=C2. The result is 0 (inactive). (4) The molecule is CCCC(O)(CCC)C1=NCCN1. The result is 0 (inactive).